Task: Predict which catalyst facilitates the given reaction.. Dataset: Catalyst prediction with 721,799 reactions and 888 catalyst types from USPTO Reactant: [C:1]([C:3]1[CH:19]=[C:18]([F:20])[C:6]([CH2:7][N:8]([CH3:17])[CH2:9][C:10]([O:12][C:13]([CH3:16])([CH3:15])[CH3:14])=[O:11])=[C:5]([F:21])[CH:4]=1)#[N:2].[NH2:22][OH:23]. The catalyst class is: 8. Product: [F:21][C:5]1[CH:4]=[C:3]([C:1](=[N:22][OH:23])[NH2:2])[CH:19]=[C:18]([F:20])[C:6]=1[CH2:7][N:8]([CH3:17])[CH2:9][C:10]([O:12][C:13]([CH3:14])([CH3:15])[CH3:16])=[O:11].